The task is: Predict which catalyst facilitates the given reaction.. This data is from Catalyst prediction with 721,799 reactions and 888 catalyst types from USPTO. (1) Reactant: [CH2:1]([O:8][C:9]([N:11]1[CH2:16][CH2:15][N:14]([CH3:17])[C:13](=[O:18])[CH2:12]1)=[O:10])[C:2]1[CH:7]=[CH:6][CH:5]=[CH:4][CH:3]=1.C[Si]([N-][Si](C)(C)C)(C)C.[Li+].[CH2:29]([N:36]([CH2:47][C:48]1[CH:53]=[CH:52][CH:51]=[CH:50][CH:49]=1)[CH:37]([CH2:40][C:41]1[CH:46]=[CH:45][CH:44]=[CH:43][CH:42]=1)[CH:38]=[O:39])[C:30]1[CH:35]=[CH:34][CH:33]=[CH:32][CH:31]=1. Product: [CH2:47]([N:36]([CH2:29][C:30]1[CH:31]=[CH:32][CH:33]=[CH:34][CH:35]=1)[C@@H:37]([CH2:40][C:41]1[CH:42]=[CH:43][CH:44]=[CH:45][CH:46]=1)[CH:38]([CH:12]1[N:11]([C:9]([O:8][CH2:1][C:2]2[CH:3]=[CH:4][CH:5]=[CH:6][CH:7]=2)=[O:10])[CH2:16][CH2:15][N:14]([CH3:17])[C:13]1=[O:18])[OH:39])[C:48]1[CH:49]=[CH:50][CH:51]=[CH:52][CH:53]=1. The catalyst class is: 1. (2) Reactant: [NH2:1][C:2]1[CH:13]=[CH:12][C:5]([C:6]([N:8]([O:10][CH3:11])[CH3:9])=[O:7])=[CH:4][C:3]=1[Br:14].[CH3:15][C:16]([O:19][C:20](O[C:20]([O:19][C:16]([CH3:18])([CH3:17])[CH3:15])=[O:21])=[O:21])([CH3:18])[CH3:17]. Product: [Br:14][C:3]1[CH:4]=[C:5]([C:6](=[O:7])[N:8]([O:10][CH3:11])[CH3:9])[CH:12]=[CH:13][C:2]=1[NH:1][C:20](=[O:21])[O:19][C:16]([CH3:18])([CH3:17])[CH3:15]. The catalyst class is: 12. (3) Reactant: [CH2:1]([S:8][CH:9]1[CH:13]([OH:14])[CH2:12][N:11](C(OC(C)(C)C)=O)[CH2:10]1)[C:2]1[CH:7]=[CH:6][CH:5]=[CH:4][CH:3]=1.[ClH:22]. Product: [ClH:22].[CH2:1]([S:8][CH:9]1[CH:13]([OH:14])[CH2:12][NH:11][CH2:10]1)[C:2]1[CH:3]=[CH:4][CH:5]=[CH:6][CH:7]=1. The catalyst class is: 13. (4) Reactant: [CH2:1]([N:5]1[C:14]2[C:9](=[CH:10][CH:11]=[CH:12][N:13]=2)[C:8](Cl)=[C:7]([C:16]2[NH:21][C:20]3[CH:22]=[CH:23][CH:24]=[CH:25][C:19]=3[S:18](=[O:27])(=[O:26])[N:17]=2)[C:6]1=[O:28])[CH2:2][CH2:3][CH3:4].[NH3:29]. Product: [NH2:29][C:8]1[C:9]2[C:14](=[N:13][CH:12]=[CH:11][CH:10]=2)[N:5]([CH2:1][CH2:2][CH2:3][CH3:4])[C:6](=[O:28])[C:7]=1[C:16]1[NH:21][C:20]2[CH:22]=[CH:23][CH:24]=[CH:25][C:19]=2[S:18](=[O:26])(=[O:27])[N:17]=1. The catalyst class is: 5. (5) Reactant: C([O:3][C:4]([CH:6]1[CH2:11][CH2:10][N:9]([C:12]2[C:17]([C:18]#[C:19][C:20]3[CH:21]=[N:22][C:23]([NH2:26])=[CH:24][CH:25]=3)=[C:16]([CH3:27])[N:15]=[C:14]([NH2:28])[N:13]=2)[CH2:8][CH2:7]1)=[O:5])C.[Li+].[OH-]. Product: [NH2:28][C:14]1[N:13]=[C:12]([N:9]2[CH2:8][CH2:7][CH:6]([C:4]([OH:5])=[O:3])[CH2:11][CH2:10]2)[C:17]([C:18]#[C:19][C:20]2[CH:21]=[N:22][C:23]([NH2:26])=[CH:24][CH:25]=2)=[C:16]([CH3:27])[N:15]=1. The catalyst class is: 20.